The task is: Regression. Given two drug SMILES strings and cell line genomic features, predict the synergy score measuring deviation from expected non-interaction effect.. This data is from NCI-60 drug combinations with 297,098 pairs across 59 cell lines. (1) Drug 1: C1CN1C2=NC(=NC(=N2)N3CC3)N4CC4. Drug 2: C1CN(P(=O)(OC1)NCCCl)CCCl. Cell line: NCI-H226. Synergy scores: CSS=3.90, Synergy_ZIP=-1.42, Synergy_Bliss=-0.208, Synergy_Loewe=-8.64, Synergy_HSA=-1.09. (2) Drug 1: CC1=C2C(C(=O)C3(C(CC4C(C3C(C(C2(C)C)(CC1OC(=O)C(C(C5=CC=CC=C5)NC(=O)OC(C)(C)C)O)O)OC(=O)C6=CC=CC=C6)(CO4)OC(=O)C)O)C)O. Drug 2: C(CN)CNCCSP(=O)(O)O. Cell line: OVCAR3. Synergy scores: CSS=30.5, Synergy_ZIP=9.11, Synergy_Bliss=7.69, Synergy_Loewe=14.8, Synergy_HSA=8.53. (3) Drug 1: C1CN1C2=NC(=NC(=N2)N3CC3)N4CC4. Drug 2: C(CC(=O)O)C(=O)CN.Cl. Cell line: HCC-2998. Synergy scores: CSS=17.2, Synergy_ZIP=-12.3, Synergy_Bliss=-13.7, Synergy_Loewe=-8.58, Synergy_HSA=-7.30. (4) Drug 1: CCC(=C(C1=CC=CC=C1)C2=CC=C(C=C2)OCCN(C)C)C3=CC=CC=C3.C(C(=O)O)C(CC(=O)O)(C(=O)O)O. Drug 2: C1CC(C1)(C(=O)O)C(=O)O.[NH2-].[NH2-].[Pt+2]. Cell line: PC-3. Synergy scores: CSS=8.45, Synergy_ZIP=-2.64, Synergy_Bliss=-1.61, Synergy_Loewe=-3.85, Synergy_HSA=-2.13.